Predict which catalyst facilitates the given reaction. From a dataset of Catalyst prediction with 721,799 reactions and 888 catalyst types from USPTO. (1) Reactant: [N+:1]([C:4]1[CH:5]=[C:6]([C@@H:10]([NH2:12])[CH3:11])[CH:7]=[CH:8][CH:9]=1)([O-])=O.[H][H]. Product: [NH2:12][C@H:10]([C:6]1[CH:5]=[C:4]([CH:9]=[CH:8][CH:7]=1)[NH2:1])[CH3:11]. The catalyst class is: 43. (2) Reactant: [Cl:1][C:2]1[S:6][C:5]([C:7]([NH:9][CH2:10][C:11]2[N:12]=[N:13][N:14]([C:16]3[CH:21]=[CH:20][C:19]([N:22]4[CH:27]=[CH:26][CH:25]=[CH:24][C:23]4=[O:28])=[CH:18][C:17]=3OS(OC)(=O)=O)[CH:15]=2)=[O:8])=[CH:4][CH:3]=1.O[O:36][S:37]([O-:39])=O.[K+].[CH3:41]O. Product: [Cl:1][C:2]1[S:6][C:5]([C:7]([NH:9][CH2:10][C:11]2[N:12]=[N:13][N:14]([C:16]3[CH:21]=[CH:20][C:19]([N:22]4[CH:27]=[CH:26][CH:25]=[CH:24][C:23]4=[O:28])=[CH:18][C:17]=3[S:37]([CH3:41])(=[O:39])=[O:36])[CH:15]=2)=[O:8])=[CH:4][CH:3]=1. The catalyst class is: 6. (3) Reactant: Br[CH2:2][C:3]([CH3:5])=[CH2:4].C(=O)([O-])[O-].[K+].[K+].[C:12]([O:18][CH3:19])(=[O:17])[CH2:13][C:14]([CH3:16])=[O:15]. Product: [C:14]([CH:13]([CH2:2][CH:3]([CH3:5])[CH3:4])[C:12]([O:18][CH3:19])=[O:17])(=[O:15])[CH3:16]. The catalyst class is: 10. (4) Product: [F:42][C:2]([F:1])([F:41])[C:3]1[CH:4]=[C:5]([C:13]([CH3:39])([CH3:40])[C:14]([N:16]([C:18]2[C:19]([C:32]3[CH:37]=[CH:36][CH:35]=[CH:34][C:33]=3[CH3:38])=[CH:20][C:21]([N:25]3[CH2:26][CH2:27][N+:28]([O-:44])([CH3:31])[CH2:29][CH2:30]3)=[N+:22]([O-:24])[CH:23]=2)[CH3:17])=[O:15])[CH:6]=[C:7]([C:9]([F:10])([F:11])[F:12])[CH:8]=1. The catalyst class is: 24. Reactant: [F:1][C:2]([F:42])([F:41])[C:3]1[CH:4]=[C:5]([C:13]([CH3:40])([CH3:39])[C:14]([N:16]([C:18]2[C:19]([C:32]3[CH:37]=[CH:36][CH:35]=[CH:34][C:33]=3[CH3:38])=[CH:20][C:21]([N:25]3[CH2:30][CH2:29][N:28]([CH3:31])[CH2:27][CH2:26]3)=[N+:22]([O-:24])[CH:23]=2)[CH3:17])=[O:15])[CH:6]=[C:7]([C:9]([F:12])([F:11])[F:10])[CH:8]=1.C([O-])(O)=[O:44].[Na+].OS([O-])(=O)=O.OS(O[O-])(=O)=O.OS(O[O-])(=O)=O.[O-]S([O-])(=O)=O.[K+].[K+].[K+].[K+].[K+]. (5) Reactant: [C:1]([CH2:3][C@@H:4]([N:13]([CH3:18])[CH2:14][C:15]([OH:17])=[O:16])[CH2:5][C:6]1[CH:11]=[CH:10][C:9]([OH:12])=[CH:8][CH:7]=1)#[N:2].C([O-])([O-])=O.[K+].[K+].[Cl:25][C:26]1[CH:27]=[C:28]([CH:31]=[CH:32][C:33]=1[Cl:34])[CH2:29]Br. Product: [C:6]([O:16][C:15](=[O:17])[CH2:14][N:13]([C@@H:4]([CH2:5][C:6]1[CH:11]=[CH:10][C:9]([O:12][CH2:29][C:28]2[CH:31]=[CH:32][C:33]([Cl:34])=[C:26]([Cl:25])[CH:27]=2)=[CH:8][CH:7]=1)[CH2:3][C:1]#[N:2])[CH3:18])([CH3:11])([CH3:7])[CH3:5]. The catalyst class is: 3. (6) Reactant: C(Cl)(=O)C(Cl)=O.CS(C)=O.[CH3:11][C:12]1[C:13]([CH2:27][OH:28])=[C:14]([C:21]2[CH:26]=[CH:25][CH:24]=[CH:23][N:22]=2)[N:15]2[C:20]=1[CH:19]=[CH:18][CH:17]=[CH:16]2.C(=O)(O)[O-].[Na+]. Product: [CH3:11][C:12]1[C:13]([CH:27]=[O:28])=[C:14]([C:21]2[CH:26]=[CH:25][CH:24]=[CH:23][N:22]=2)[N:15]2[C:20]=1[CH:19]=[CH:18][CH:17]=[CH:16]2. The catalyst class is: 2. (7) Reactant: O1CCCC1.[Br:6][C:7]1[CH:46]=[CH:45][C:10]([CH2:11][N:12]2[C:18]3[CH:19]=[CH:20][CH:21]=[CH:22][C:17]=3[N:16]([C:23]3[CH:28]=[CH:27][C:26]([CH2:29][NH:30][C:31]([O:33][C:34]([CH3:37])([CH3:36])[CH3:35])=[O:32])=[CH:25][CH:24]=3)[C:15](=[O:38])[CH:14]([CH2:39][C:40]([O:42]C)=[O:41])[C:13]2=[O:44])=[CH:9][CH:8]=1.[OH-].[Na+].S([O-])(O)(=O)=O.[K+]. Product: [Br:6][C:7]1[CH:46]=[CH:45][C:10]([CH2:11][N:12]2[C:18]3[CH:19]=[CH:20][CH:21]=[CH:22][C:17]=3[N:16]([C:23]3[CH:28]=[CH:27][C:26]([CH2:29][NH:30][C:31]([O:33][C:34]([CH3:36])([CH3:37])[CH3:35])=[O:32])=[CH:25][CH:24]=3)[C:15](=[O:38])[CH:14]([CH2:39][C:40]([OH:42])=[O:41])[C:13]2=[O:44])=[CH:9][CH:8]=1. The catalyst class is: 72. (8) Reactant: CC1C=CC(S(O[CH:12]2[CH2:17][O:16][CH:15]([C:18]3[CH:23]=[CH:22][CH:21]=[CH:20][CH:19]=3)[O:14][CH2:13]2)(=O)=O)=CC=1.CN(C=O)C.[N-:29]=[N+:30]=[N-:31].[Na+]. Product: [N:29]([CH:12]1[CH2:17][O:16][CH:15]([C:18]2[CH:23]=[CH:22][CH:21]=[CH:20][CH:19]=2)[O:14][CH2:13]1)=[N+:30]=[N-:31]. The catalyst class is: 6. (9) Reactant: Br[C:2]1[N:7]=[C:6]([C:8]([O:10][CH3:11])=[O:9])[CH:5]=[CH:4][CH:3]=1.C([O-])([O-])=O.[Cs+].[Cs+].C1C=CC(P(C2C(C3C(P(C4C=CC=CC=4)C4C=CC=CC=4)=CC=C4C=3C=CC=C4)=C3C(C=CC=C3)=CC=2)C2C=CC=CC=2)=CC=1.[CH3:64][N:65]1[CH2:70][CH2:69][NH:68][CH2:67][CH2:66]1. Product: [CH3:64][N:65]1[CH2:70][CH2:69][N:68]([C:2]2[N:7]=[C:6]([C:8]([O:10][CH3:11])=[O:9])[CH:5]=[CH:4][CH:3]=2)[CH2:67][CH2:66]1. The catalyst class is: 187. (10) Reactant: [Br:1]Br.C1(P(C2C=CC=CC=2)C2C=CC=CC=2)C=CC=CC=1.[N:22]1[CH:27]=[CH:26][CH:25]=[CH:24][C:23]=1[C:28]#[C:29][CH2:30][CH2:31][CH2:32]O. Product: [Br:1][CH2:32][CH2:31][CH2:30][C:29]#[C:28][C:23]1[CH:24]=[CH:25][CH:26]=[CH:27][N:22]=1. The catalyst class is: 2.